From a dataset of Forward reaction prediction with 1.9M reactions from USPTO patents (1976-2016). Predict the product of the given reaction. (1) Given the reactants Cl[C:2]1[C:12]([C:13]#[N:14])=[CH:11][C:5]([C:6]([O:8][CH2:9][CH3:10])=[O:7])=[C:4]([N:15]([CH3:17])[CH3:16])[N:3]=1.[NH:18]1[CH2:23][CH2:22][CH:21]([C:24]([OH:26])=[O:25])[CH2:20][CH2:19]1, predict the reaction product. The product is: [C:13]([C:12]1[C:2]([N:18]2[CH2:23][CH2:22][CH:21]([C:24]([OH:26])=[O:25])[CH2:20][CH2:19]2)=[N:3][C:4]([N:15]([CH3:17])[CH3:16])=[C:5]([C:6]([O:8][CH2:9][CH3:10])=[O:7])[CH:11]=1)#[N:14]. (2) Given the reactants [CH:1]1([N:6]2[CH2:12][C:11]([CH3:14])([CH3:13])[C:10](=[O:15])[N:9]([CH3:16])[C:8]3[CH:17]=[N:18][C:19]([NH:21][C:22]4[CH:30]=[CH:29][C:25]([C:26](O)=[O:27])=[CH:24][CH:23]=4)=[N:20][C:7]2=3)[CH2:5][CH2:4][CH2:3][CH2:2]1.ON1C2C=CC=CC=2N=N1.F[P-](F)(F)(F)(F)F.CN(C(N(C)C)=[N+]1C2C=CC=CC=2[N+]([O-])=N1)C.C(N(C(C)C)C(C)C)C.[NH2:74][CH:75]1[CH2:80][CH2:79][N:78]([CH3:81])[CH2:77][CH2:76]1, predict the reaction product. The product is: [CH:1]1([N:6]2[CH2:12][C:11]([CH3:13])([CH3:14])[C:10](=[O:15])[N:9]([CH3:16])[C:8]3[CH:17]=[N:18][C:19]([NH:21][C:22]4[CH:30]=[CH:29][C:25]([C:26]([NH:74][CH:75]5[CH2:80][CH2:79][N:78]([CH3:81])[CH2:77][CH2:76]5)=[O:27])=[CH:24][CH:23]=4)=[N:20][C:7]2=3)[CH2:5][CH2:4][CH2:3][CH2:2]1. (3) The product is: [OH:34][CH:33]1[O:35][C@H:36]([CH2:55][OH:56])[C@@H:37]([OH:47])[C@H:38]([OH:39])[C@H:32]1[OH:31]. Given the reactants CCCCCC.C([Li])CCC.BrC1C=CC=C(C(OC)OC)C=1.C([O:31][C@@H:32]1[C@@H:38]([O:39]CC2C=CC=CC=2)[C@H:37]([O:47]CC2C=CC=CC=2)[C@@H:36]([CH2:55][O:56]CC2C=CC=CC=2)[O:35][C:33]1=[O:34])C1C=CC=CC=1.[Cl-].[NH4+], predict the reaction product. (4) The product is: [Br:26][CH2:1][C:2]1[CH:7]=[CH:6][CH:5]=[CH:4][C:3]=1[O:8][CH2:9][C:10]([F:11])([F:12])[F:13]. Given the reactants [CH3:1][C:2]1[CH:7]=[CH:6][CH:5]=[CH:4][C:3]=1[O:8][CH2:9][C:10]([F:13])([F:12])[F:11].CC(N=NC(C#N)(C)C)(C#N)C.[Br:26]N1C(=O)CCC1=O, predict the reaction product. (5) Given the reactants C[O:2][C:3]([C:5]1[CH:6]=[CH:7][CH:8]=[C:9]2[O:13][C:12]([CH3:14])=[CH:11][C:10]=12)=[O:4].[OH-].[Na+], predict the reaction product. The product is: [CH3:14][C:12]1[O:13][C:9]2[C:10](=[C:5]([C:3]([OH:4])=[O:2])[CH:6]=[CH:7][CH:8]=2)[CH:11]=1. (6) The product is: [Cl:1][C:2]1[CH:27]=[CH:26][C:5]([O:6][C:7]2[CH:12]=[CH:11][C:10]([C:13]3[C:17]4[CH:18]=[C:19]([O:22][C@@H:29]([CH3:31])[C:28]([OH:33])=[O:32])[CH:20]=[CH:21][C:16]=4[O:15][N:14]=3)=[C:9]([CH2:23][CH2:24][CH3:25])[CH:8]=2)=[CH:4][CH:3]=1. Given the reactants [Cl:1][C:2]1[CH:27]=[CH:26][C:5]([O:6][C:7]2[CH:12]=[CH:11][C:10]([C:13]3[C:17]4[CH:18]=[C:19]([OH:22])[CH:20]=[CH:21][C:16]=4[O:15][N:14]=3)=[C:9]([CH2:23][CH2:24][CH3:25])[CH:8]=2)=[CH:4][CH:3]=1.[C:28]([O:33]C)(=[O:32])[C@@H:29]([CH3:31])O, predict the reaction product. (7) The product is: [F:34][C:32]([F:33])([F:35])[O:31][C:28]1[CH:29]=[CH:30][C:25]([CH2:24][O:23][C:20]2[CH:19]=[CH:18][C:17]([CH2:16][S:15][C:12]3[CH:13]=[CH:14][C:6]([O:5][CH2:4][C:3]([OH:36])=[O:2])=[C:7]4[C:11]=3[CH2:10][CH2:9][CH2:8]4)=[CH:22][CH:21]=2)=[CH:26][CH:27]=1. Given the reactants C[O:2][C:3](=[O:36])[CH2:4][O:5][C:6]1[CH:14]=[CH:13][C:12]([S:15][CH2:16][C:17]2[CH:22]=[CH:21][C:20]([O:23][CH2:24][C:25]3[CH:30]=[CH:29][C:28]([O:31][C:32]([F:35])([F:34])[F:33])=[CH:27][CH:26]=3)=[CH:19][CH:18]=2)=[C:11]2[C:7]=1[CH2:8][CH2:9][CH2:10]2.[K+].[Br-], predict the reaction product. (8) Given the reactants C(Cl)(=O)C(Cl)=O.[Cl:7][C:8]1[CH:9]=[C:10]([CH:14]=[C:15]([Cl:17])[CH:16]=1)[C:11]([OH:13])=O.[C:18]([O:22][C:23]([N:25]1[CH2:35][CH2:34][C:28]2[N:29]=[C:30]([NH2:33])[N:31]=[CH:32][C:27]=2[CH2:26]1)=[O:24])([CH3:21])([CH3:20])[CH3:19].[OH-].[Na+], predict the reaction product. The product is: [C:18]([O:22][C:23]([N:25]1[CH2:35][CH2:34][C:28]2[N:29]=[C:30]([NH:33][C:11](=[O:13])[C:10]3[CH:14]=[C:15]([Cl:17])[CH:16]=[C:8]([Cl:7])[CH:9]=3)[N:31]=[CH:32][C:27]=2[CH2:26]1)=[O:24])([CH3:21])([CH3:19])[CH3:20].